Dataset: Forward reaction prediction with 1.9M reactions from USPTO patents (1976-2016). Task: Predict the product of the given reaction. Given the reactants NC[C:3]1[CH:19]=[CH:18][C:6]([O:7][C:8]2[CH:17]=[CH:16][C:11]3[B:12]([OH:15])[O:13][CH2:14][C:10]=3[CH:9]=2)=[CH:5][CH:4]=1.[CH3:20][CH2:21][N:22](CC)CC.C(Cl)(=[O:29])C, predict the reaction product. The product is: [OH:15][B:12]1[C:11]2[CH:16]=[CH:17][C:8]([O:7][C:6]3[CH:5]=[CH:4][C:3]([NH:22][C:21](=[O:29])[CH3:20])=[CH:19][CH:18]=3)=[CH:9][C:10]=2[CH2:14][O:13]1.